This data is from Reaction yield outcomes from USPTO patents with 853,638 reactions. The task is: Predict the reaction yield, written as a fraction of the theoretical maximum amount of product (1.0 means a 100% yield; for example, 0.34 means a 34% yield). (1) The yield is 0.890. The product is [C:12]([C:11]1[CH:10]=[N:9][N:8]2[C:3]([C:2]([F:1])([F:29])[F:28])=[CH:4][C:5]([C:18]3[CH:23]=[CH:22][C:21]([C:24]([F:27])([F:26])[F:25])=[CH:20][CH:19]=3)=[N:6][C:7]=12)#[CH:13]. The reactants are [F:1][C:2]([F:29])([F:28])[C:3]1[N:8]2[N:9]=[CH:10][C:11]([C:12]#[C:13][Si](C)(C)C)=[C:7]2[N:6]=[C:5]([C:18]2[CH:23]=[CH:22][C:21]([C:24]([F:27])([F:26])[F:25])=[CH:20][CH:19]=2)[CH:4]=1.C([O-])([O-])=O.[K+].[K+]. The catalyst is C1COCC1.CO.CC(OC)(C)C. (2) The reactants are [C:1]([O:5][C:6]([N:8]1[CH2:13][CH2:12][C:11]2[N:14]([CH3:45])[C:15]([C:17]3[C:22]([C:23]#[C:24][C:25]4[CH:30]=[CH:29][CH:28]=[C:27]([NH:31][C:32]([O:34]C5C=CC([N+]([O-])=O)=CC=5)=O)[CH:26]=4)=[CH:21][N:20]=[C:19]([NH2:44])[N:18]=3)=[CH:16][C:10]=2[C:9]1=[O:46])=[O:7])([CH3:4])([CH3:3])[CH3:2].[CH2:47]([N:49]([CH2:53][CH3:54])[CH2:50][CH2:51][NH2:52])[CH3:48].CCOC(C)=O.CO. The catalyst is CC#N.CS(C)=O.O. The product is [C:1]([O:5][C:6]([N:8]1[CH2:13][CH2:12][C:11]2[N:14]([CH3:45])[C:15]([C:17]3[C:22]([C:23]#[C:24][C:25]4[CH:30]=[CH:29][CH:28]=[C:27]([NH:31][C:32]([NH:52][CH2:51][CH2:50][N:49]([CH2:53][CH3:54])[CH2:47][CH3:48])=[O:34])[CH:26]=4)=[CH:21][N:20]=[C:19]([NH2:44])[N:18]=3)=[CH:16][C:10]=2[C:9]1=[O:46])=[O:7])([CH3:3])([CH3:2])[CH3:4]. The yield is 0.230. (3) The reactants are C([C@H]1C[C@H](O)CCO1)(C1C=CC=CC=1)C1C=CC=CC=1.[CH:21]([C@H:34]1[CH2:39][C@H:38]([O:40][S:41]([CH3:44])(=[O:43])=[O:42])[CH2:37][CH2:36][O:35]1)([C:28]1[CH:33]=[CH:32][CH:31]=[CH:30][CH:29]=1)[C:22]1[CH:27]=[CH:26][CH:25]=[CH:24][CH:23]=1. No catalyst specified. The product is [CH:21]([C@H:34]1[CH2:39][C@@H:38]([O:40][S:41]([CH3:44])(=[O:43])=[O:42])[CH2:37][CH2:36][O:35]1)([C:28]1[CH:29]=[CH:30][CH:31]=[CH:32][CH:33]=1)[C:22]1[CH:23]=[CH:24][CH:25]=[CH:26][CH:27]=1. The yield is 0.980. (4) The reactants are [C:1]([O:5][C:6]([NH:8][C:9]1[S:10][CH:11]=[C:12](/[C:14](=[N:29]/[O:30][C:31]2([C:34]([O:36][CH:37]([C:44]3[CH:49]=[CH:48][CH:47]=[CH:46][CH:45]=3)[C:38]3[CH:43]=[CH:42][CH:41]=[CH:40][CH:39]=3)=[O:35])[CH2:33][CH2:32]2)/[C:15]([NH:17][C@@H:18]2[C:21](=[O:22])[NH:20][C@@H:19]2[CH2:23]OS(C)(=O)=O)=[O:16])[N:13]=1)=[O:7])([CH3:4])([CH3:3])[CH3:2].[Na+].[I-].[N-:52]=[N+:53]=[N-:54].[Na+]. The catalyst is CN(C=O)C. The product is [N:52]([CH2:23][C@@H:19]1[C@H:18]([NH:17][C:15](=[O:16])/[C:14](=[N:29]\[O:30][C:31]2([C:34]([O:36][CH:37]([C:44]3[CH:49]=[CH:48][CH:47]=[CH:46][CH:45]=3)[C:38]3[CH:43]=[CH:42][CH:41]=[CH:40][CH:39]=3)=[O:35])[CH2:32][CH2:33]2)/[C:12]2[N:13]=[C:9]([NH:8][C:6]([O:5][C:1]([CH3:2])([CH3:3])[CH3:4])=[O:7])[S:10][CH:11]=2)[C:21](=[O:22])[NH:20]1)=[N+:53]=[N-:54]. The yield is 0.570.